This data is from Catalyst prediction with 721,799 reactions and 888 catalyst types from USPTO. The task is: Predict which catalyst facilitates the given reaction. (1) Reactant: [CH3:1][O:2][C:3]([C:5]1[C:13]2[C:8](=[CH:9][CH:10]=[CH:11][CH:12]=2)[NH:7][CH:6]=1)=[O:4].Br[CH2:15][C:16]([C:18]1[CH:23]=[CH:22][CH:21]=[CH:20][CH:19]=1)=[O:17].C([O-])([O-])=O.[K+].[K+]. Product: [CH3:1][O:2][C:3]([C:5]1[C:13]2[C:8](=[CH:9][CH:10]=[CH:11][CH:12]=2)[N:7]([CH2:15][C:16](=[O:17])[C:18]2[CH:23]=[CH:22][CH:21]=[CH:20][CH:19]=2)[CH:6]=1)=[O:4]. The catalyst class is: 10. (2) Reactant: [I:1][C:2]1[CH:9]=[CH:8][C:7]([C:10]([F:13])([F:12])[F:11])=[CH:6][C:3]=1[CH:4]=[O:5].[BH4-].[Na+].Cl. Product: [I:1][C:2]1[CH:9]=[CH:8][C:7]([C:10]([F:12])([F:13])[F:11])=[CH:6][C:3]=1[CH2:4][OH:5]. The catalyst class is: 20. (3) Reactant: [CH3:1][O:2][C:3]([C:5]1[S:9][C:8]([N:10]2[C:14]3[CH:15]=[C:16]([O:19][CH:20]4[CH2:25][CH2:24][N:23](C(OC(C)(C)C)=O)[CH2:22][CH2:21]4)[CH:17]=[CH:18][C:13]=3[N:12]=[CH:11]2)=[CH:7][C:6]=1[O:33][C@@H:34]([C:36]1[CH:41]=[CH:40][CH:39]=[CH:38][C:37]=1[C:42]([F:45])([F:44])[F:43])[CH3:35])=[O:4].FC(F)(F)C(O)=O.[OH-].[Na+].C([O-])(O)=O.[Na+]. Product: [NH:23]1[CH2:22][CH2:21][CH:20]([O:19][C:16]2[CH:17]=[CH:18][C:13]3[N:12]=[CH:11][N:10]([C:8]4[S:9][C:5]([C:3]([O:2][CH3:1])=[O:4])=[C:6]([O:33][C@@H:34]([C:36]5[CH:41]=[CH:40][CH:39]=[CH:38][C:37]=5[C:42]([F:45])([F:43])[F:44])[CH3:35])[CH:7]=4)[C:14]=3[CH:15]=2)[CH2:25][CH2:24]1. The catalyst class is: 2. (4) Reactant: [CH3:1][N:2]1[C:6](SC)=[CH:5][C:4]([CH:9]([C:17]2[NH:21][C:20]([C:22]3[S:23][C:24]([CH2:27][OH:28])=[CH:25][N:26]=3)=[CH:19][CH:18]=2)[CH2:10][CH:11]2[CH2:16][CH2:15][O:14][CH2:13][CH2:12]2)=[N:3]1.O[O:30][S:31]([O-:33])=O.[K+].O.[C:36](=O)([O-])O.[Na+]. Product: [CH3:1][N:2]1[C:6]([S:31]([CH3:36])(=[O:33])=[O:30])=[CH:5][C:4]([CH:9]([C:17]2[NH:21][C:20]([C:22]3[S:23][C:24]([CH2:27][OH:28])=[CH:25][N:26]=3)=[CH:19][CH:18]=2)[CH2:10][CH:11]2[CH2:16][CH2:15][O:14][CH2:13][CH2:12]2)=[N:3]1. The catalyst class is: 111. (5) Reactant: [Cl:1][C:2]1[C:3]([N:33]=[C:34]([C:41]2[CH:46]=[CH:45][CH:44]=[CH:43][CH:42]=2)[C:35]2[CH:40]=[CH:39][CH:38]=[CH:37][CH:36]=2)=[N:4][CH:5]=[CH:6][C:7]=1[O:8][C:9]1[CH:14]=[CH:13][C:12]([NH:15][C:16]([C:18]2[C:23](=[O:24])[C:22]([C:25]3[CH:30]=[CH:29][C:28]([F:31])=[CH:27][CH:26]=3)=[CH:21][NH:20][CH:19]=2)=[O:17])=[CH:11][C:10]=1[F:32].[BH4-].[Na+]. Product: [CH:34]([NH:33][C:3]1[C:2]([Cl:1])=[C:7]([O:8][C:9]2[CH:14]=[CH:13][C:12]([NH:15][C:16]([C:18]3[C:23](=[O:24])[C:22]([C:25]4[CH:26]=[CH:27][C:28]([F:31])=[CH:29][CH:30]=4)=[CH:21][NH:20][CH:19]=3)=[O:17])=[CH:11][C:10]=2[F:32])[CH:6]=[CH:5][N:4]=1)([C:35]1[CH:36]=[CH:37][CH:38]=[CH:39][CH:40]=1)[C:41]1[CH:46]=[CH:45][CH:44]=[CH:43][CH:42]=1. The catalyst class is: 301. (6) Reactant: [CH3:1][NH:2][C:3]1[CH:4]=[N:5][C:6]([N:16]2[CH2:21][CH2:20][O:19][CH2:18][CH2:17]2)=[CH:7][C:8]=1[C:9]1[CH:14]=[CH:13][CH:12]=[CH:11][C:10]=1[CH3:15].C(N(C(C)C)C(C)C)C.[F:31][C:32]([F:50])([F:49])[C:33]1[CH:34]=[C:35]([C:43]([CH3:48])([CH3:47])[C:44](Cl)=[O:45])[CH:36]=[C:37]([C:39]([F:42])([F:41])[F:40])[CH:38]=1.C(=O)(O)[O-].[Na+]. Product: [F:31][C:32]([F:50])([F:49])[C:33]1[CH:34]=[C:35]([C:43]([CH3:48])([CH3:47])[C:44]([N:2]([CH3:1])[C:3]2[CH:4]=[N:5][C:6]([N:16]3[CH2:21][CH2:20][O:19][CH2:18][CH2:17]3)=[CH:7][C:8]=2[C:9]2[CH:14]=[CH:13][CH:12]=[CH:11][C:10]=2[CH3:15])=[O:45])[CH:36]=[C:37]([C:39]([F:42])([F:41])[F:40])[CH:38]=1. The catalyst class is: 4. (7) Reactant: [CH3:1][C:2]1[CH:6]=[CH:5][O:4][C:3]=1[C:7]([NH:9][C:10]1[CH:11]=[C:12]([CH:42]=[CH:43][CH:44]=1)[O:13][C:14]1[CH:19]=[CH:18][N:17]=[C:16]([C:20]2[NH:24][CH:23]=[C:22]([C:25]([NH:27][CH:28]([CH2:33][CH2:34][C:35]([O:37][C:38]([CH3:41])([CH3:40])[CH3:39])=[O:36])[C:29]([O:31]C)=[O:30])=[O:26])[CH:21]=2)[CH:15]=1)=[O:8].[OH-].[Na+].O.Cl. Product: [C:38]([O:37][C:35](=[O:36])[CH2:34][CH2:33][CH:28]([NH:27][C:25]([C:22]1[CH:21]=[C:20]([C:16]2[CH:15]=[C:14]([O:13][C:12]3[CH:42]=[CH:43][CH:44]=[C:10]([NH:9][C:7]([C:3]4[O:4][CH:5]=[CH:6][C:2]=4[CH3:1])=[O:8])[CH:11]=3)[CH:19]=[CH:18][N:17]=2)[NH:24][CH:23]=1)=[O:26])[C:29]([OH:31])=[O:30])([CH3:40])([CH3:41])[CH3:39]. The catalyst class is: 36.